From a dataset of Reaction yield outcomes from USPTO patents with 853,638 reactions. Predict the reaction yield, written as a fraction of the theoretical maximum amount of product (1.0 means a 100% yield; for example, 0.34 means a 34% yield). (1) The reactants are Cl[C:2]1[CH:7]=[CH:6][C:5]([N+:8]([O-:10])=[O:9])=[CH:4][N:3]=1.[F:11][C:12]1[CH:13]=[C:14]([OH:18])[CH:15]=[CH:16][CH:17]=1. The catalyst is N1C=CC=CC=1. The product is [F:11][C:12]1[CH:13]=[C:14]([CH:15]=[CH:16][CH:17]=1)[O:18][C:2]1[CH:7]=[CH:6][C:5]([N+:8]([O-:10])=[O:9])=[CH:4][N:3]=1. The yield is 0.770. (2) The reactants are [C:1]([N:8]1[CH2:13][CH2:12][CH:11]([CH:14]=O)[CH2:10][CH2:9]1)([O:3][C:4]([CH3:7])([CH3:6])[CH3:5])=[O:2].[NH:16]1[CH2:21][CH2:20][NH:19][CH2:18][CH2:17]1.C(O[BH-](OC(=O)C)OC(=O)C)(=O)C.[Na+]. The catalyst is C1COCC1.C(#N)C. The product is [C:1]([N:8]1[CH2:13][CH2:12][CH:11]([CH2:14][N:16]2[CH2:21][CH2:20][NH:19][CH2:18][CH2:17]2)[CH2:10][CH2:9]1)([O:3][C:4]([CH3:7])([CH3:6])[CH3:5])=[O:2]. The yield is 0.480. (3) The reactants are [CH3:1][C:2]1[C:6]([C:7]([O:9][CH3:10])=[O:8])=[CH:5][NH:4][N:3]=1.[CH3:11][O:12][C:13]1[CH:14]=[C:15](B(O)O)[CH:16]=[C:17]([O:19][CH3:20])[CH:18]=1.N1C=CC=CC=1. The catalyst is CN(C)C(=O)C.C([O-])(=O)C.[Cu+2].C([O-])(=O)C. The product is [CH3:11][O:12][C:13]1[CH:14]=[C:15]([N:4]2[CH:5]=[C:6]([C:7]([O:9][CH3:10])=[O:8])[C:2]([CH3:1])=[N:3]2)[CH:16]=[C:17]([O:19][CH3:20])[CH:18]=1. The yield is 0.400. (4) The catalyst is O1CCCC1.CO.C(OCC)(=O)C.[Ni]. The product is [NH2:25][C:3]1[C:2]([F:1])=[CH:24][C:6]2[S:7][CH2:8][CH2:9][N:10]([CH:11]3[CH2:16][CH2:15][N:14]([C:17]([O:19][C:20]([CH3:22])([CH3:23])[CH3:21])=[O:18])[CH2:13][CH2:12]3)[C:5]=2[CH:4]=1. The reactants are [F:1][C:2]1[C:3]([N+:25]([O-])=O)=[CH:4][C:5]2[N:10]([CH:11]3[CH2:16][CH2:15][N:14]([C:17]([O:19][C:20]([CH3:23])([CH3:22])[CH3:21])=[O:18])[CH2:13][CH2:12]3)[CH2:9][CH2:8][S:7][C:6]=2[CH:24]=1.O.NN. The yield is 0.980. (5) The reactants are [OH:1][C:2]1[CH:7]=[CH:6][C:5]([CH:8]([CH2:14][CH:15]([CH3:17])[CH3:16])[C:9]([O:11][CH2:12][CH3:13])=[O:10])=[CH:4][CH:3]=1.[Br:18]Br. The catalyst is C(Cl)(Cl)(Cl)Cl. The product is [Br:18][C:7]1[CH:6]=[C:5]([CH:8]([CH2:14][CH:15]([CH3:16])[CH3:17])[C:9]([O:11][CH2:12][CH3:13])=[O:10])[CH:4]=[CH:3][C:2]=1[OH:1]. The yield is 0.650. (6) The reactants are [Br:1][C:2]1[CH:7]=[CH:6][C:5]([C@@H:8]([N:10]([CH2:15][CH2:16][C:17]([C:19]2[CH:24]=[CH:23][C:22]([F:25])=[CH:21][CH:20]=2)=O)[C:11](=[O:14])[O:12][CH3:13])[CH3:9])=[CH:4][CH:3]=1.[CH3:26][C:27]([S@@:30]([NH2:32])=[O:31])([CH3:29])[CH3:28]. The catalyst is C1COCC1.[Cl-].[Na+].O. The product is [Br:1][C:2]1[CH:7]=[CH:6][C:5]([C@@H:8]([N:10]([CH2:15][CH2:16]/[C:17](=[N:32]/[S@:30]([C:27]([CH3:29])([CH3:28])[CH3:26])=[O:31])/[C:19]2[CH:24]=[CH:23][C:22]([F:25])=[CH:21][CH:20]=2)[C:11](=[O:14])[O:12][CH3:13])[CH3:9])=[CH:4][CH:3]=1. The yield is 0.650. (7) The reactants are I[C:2]1[CH:7]=[CH:6][C:5]([C:8]([F:11])([F:10])[F:9])=[CH:4][CH:3]=1.[PH2:12]([O-:14])=[O:13].[NH3+][C:16]1C=CC=C[CH:17]=1.NCCC[Si](OCC)(OCC)OCC.C1(P(C2C=CC=CC=2)CCCP(C2C=CC=CC=2)C2C=CC=CC=2)C=CC=CC=1. The catalyst is C(#N)C.C(OCC)(=O)C.Cl.C([O-])(=O)C.[Pd+2].C([O-])(=O)C. The product is [F:9][C:8]([F:11])([F:10])[C:5]1[CH:6]=[CH:7][C:2]([PH:12](=[O:14])[O:13][CH2:16][CH3:17])=[CH:3][CH:4]=1. The yield is 0.280.